From a dataset of Reaction yield outcomes from USPTO patents with 853,638 reactions. Predict the reaction yield, written as a fraction of the theoretical maximum amount of product (1.0 means a 100% yield; for example, 0.34 means a 34% yield). (1) The reactants are F[C:2]1[CH:7]=[C:6]([C:8]2[C:9]([C:13]3[CH:18]=[CH:17][C:16]([F:19])=[CH:15][CH:14]=3)=[N:10][NH:11][CH:12]=2)[CH:5]=[CH:4][N:3]=1.C([O-])(O)=[O:21].[Na+].O. The catalyst is C1COCC1.Cl. The product is [F:19][C:16]1[CH:17]=[CH:18][C:13]([C:9]2[C:8]([C:6]3[CH:5]=[CH:4][NH:3][C:2](=[O:21])[CH:7]=3)=[CH:12][NH:11][N:10]=2)=[CH:14][CH:15]=1. The yield is 0.770. (2) The reactants are [CH3:1][C@@H:2]1[CH2:7][CH2:6][N:5]([C:8](=[O:12])[CH2:9][C:10]#[N:11])[CH2:4][C@@H:3]1[N:13]([CH3:23])[C:14]1[C:15]2[CH:22]=[CH:21][NH:20][C:16]=2[N:17]=[CH:18][N:19]=1.[C:24]([OH:36])(=[O:35])[CH2:25][C:26]([CH2:31][C:32]([OH:34])=[O:33])([C:28]([OH:30])=[O:29])[OH:27]. The catalyst is CC(C)=O. The product is [C:24]([OH:36])(=[O:35])[CH2:25][C:26]([CH2:31][C:32]([OH:34])=[O:33])([C:28]([OH:30])=[O:29])[OH:27].[CH3:1][C@@H:2]1[CH2:7][CH2:6][N:5]([C:8](=[O:12])[CH2:9][C:10]#[N:11])[CH2:4][C@@H:3]1[N:13]([CH3:23])[C:14]1[C:15]2[CH:22]=[CH:21][NH:20][C:16]=2[N:17]=[CH:18][N:19]=1. The yield is 0.750. (3) The reactants are [CH2:1]([C:3]1[C:8]2[N:9]=C(C)O[C:12](=[O:13])[C:7]=2[CH:6]=[CH:5][CH:4]=1)[CH3:2].[C:15]1([Mg]Br)[CH:20]=[CH:19][CH:18]=[CH:17][CH:16]=1.CCOCC.C(OCC)(=O)C. The catalyst is C1C=CC=CC=1.C1COCC1.CCO.Cl. The product is [NH2:9][C:8]1[C:3]([CH2:1][CH3:2])=[CH:4][CH:5]=[CH:6][C:7]=1[C:12]([C:15]1[CH:20]=[CH:19][CH:18]=[CH:17][CH:16]=1)=[O:13]. The yield is 0.350. (4) The reactants are [F:1][C:2]1[CH:3]=[C:4]([CH2:9][C:10]([O:12][CH3:13])=[O:11])[CH:5]=[CH:6][C:7]=1[OH:8].C([O-])([O-])=O.[K+].[K+].[Cl:20][C:21]1[CH:41]=[CH:40][C:24]([CH2:25][CH2:26][NH:27][C:28](=[O:39])[C:29]2[CH:34]=[CH:33][C:32](Cl)=[C:31]([N+:36]([O-:38])=[O:37])[CH:30]=2)=[CH:23][CH:22]=1. The catalyst is CS(C)=O.C(Cl)Cl. The product is [Cl:20][C:21]1[CH:22]=[CH:23][C:24]([CH2:25][CH2:26][NH:27][C:28]([C:29]2[CH:34]=[CH:33][C:32]([O:8][C:7]3[CH:6]=[CH:5][C:4]([CH2:9][C:10]([O:12][CH3:13])=[O:11])=[CH:3][C:2]=3[F:1])=[C:31]([N+:36]([O-:38])=[O:37])[CH:30]=2)=[O:39])=[CH:40][CH:41]=1. The yield is 0.464. (5) The reactants are [Cl:1][C:2]1[CH:17]=[CH:16][C:5]([C:6]([NH:8][C:9]2[CH:14]=[CH:13][C:12]([F:15])=[CH:11][CH:10]=2)=[O:7])=[CH:4][N:3]=1.[OH:18]O. The catalyst is C(O)(=O)C. The product is [CH:14]1[C:9]([NH:8][C:6]([C:5]2[CH:16]=[CH:17][C:2]([Cl:1])=[N+:3]([O-:18])[CH:4]=2)=[O:7])=[CH:10][CH:11]=[C:12]([F:15])[CH:13]=1. The yield is 0.200. (6) The reactants are C([O:3][C:4]([C:6]1[O:7][C:8]([S:23][CH3:24])=[C:9]([C:21]#[N:22])[C:10]=1[C:11]1[CH:16]=[CH:15][C:14]([C:17]([CH3:20])([CH3:19])[CH3:18])=[CH:13][CH:12]=1)=[O:5])C.[OH-].[Li+].Cl. The catalyst is C1COCC1.CO.O. The product is [C:17]([C:14]1[CH:13]=[CH:12][C:11]([C:10]2[C:9]([C:21]#[N:22])=[C:8]([S:23][CH3:24])[O:7][C:6]=2[C:4]([OH:5])=[O:3])=[CH:16][CH:15]=1)([CH3:20])([CH3:18])[CH3:19]. The yield is 0.300. (7) The reactants are Br[C:2]1[N:3]=[C:4]2[C:10]3[CH:11]=[CH:12][CH:13]=[CH:14][C:9]=3[NH:8][C:7]3[N:15]=[CH:16][CH:17]=[CH:18][C:6]=3[N:5]2[C:19]=1[C:20]1[CH:25]=[CH:24][C:23]([C:26]2([NH:30][C:31](=[O:37])[O:32][C:33]([CH3:36])([CH3:35])[CH3:34])[CH2:29][CH2:28][CH2:27]2)=[CH:22][CH:21]=1.C(N(CC)CC)C. The catalyst is CN(C=O)C.CO.CCOC(C)=O.Cl[Pd](Cl)([P](C1C=CC=CC=1)(C1C=CC=CC=1)C1C=CC=CC=1)[P](C1C=CC=CC=1)(C1C=CC=CC=1)C1C=CC=CC=1. The product is [C:33]([O:32][C:31]([NH:30][C:26]1([C:23]2[CH:22]=[CH:21][C:20]([C:19]3[N:5]4[C:6]5[CH:18]=[CH:17][CH:16]=[N:15][C:7]=5[NH:8][C:9]5[CH:14]=[CH:13][CH:12]=[CH:11][C:10]=5[C:4]4=[N:3][C:2]=3[C:31]([O:32][CH3:33])=[O:37])=[CH:25][CH:24]=2)[CH2:29][CH2:28][CH2:27]1)=[O:37])([CH3:36])([CH3:34])[CH3:35]. The yield is 0.370.